Task: Predict the product of the given reaction.. Dataset: Forward reaction prediction with 1.9M reactions from USPTO patents (1976-2016) (1) Given the reactants [F-].C([N+](CCCC)(CCCC)CCCC)CCC.[Cl:19][C:20]1[CH:28]=[C:27]2[C:23]([C:24]([NH:37][C:38](=[O:42])[CH2:39][CH2:40][CH3:41])=[N:25][N:26]2COCC[Si](C)(C)C)=[CH:22][C:21]=1[C:43]1[CH:48]=[CH:47][C:46]([CH3:49])=[CH:45][CH:44]=1.C(OCC)(=O)C, predict the reaction product. The product is: [Cl:19][C:20]1[CH:28]=[C:27]2[C:23]([C:24]([NH:37][C:38](=[O:42])[CH2:39][CH2:40][CH3:41])=[N:25][NH:26]2)=[CH:22][C:21]=1[C:43]1[CH:44]=[CH:45][C:46]([CH3:49])=[CH:47][CH:48]=1. (2) The product is: [C:3]([O:7][C:8](=[O:13])[C:23]([C:24]#[N:25])([CH3:15])[CH:22]=[CH2:21])([CH3:6])([CH3:5])[CH3:4]. Given the reactants [H-].[Na+].[C:3]([O:7][C:8](=[O:13])C(C#N)C)([CH3:6])([CH3:5])[CH3:4].Br[CH2:15]CBr.N12CCC[N:25]=[C:24]1[CH2:23][CH2:22][CH2:21]CC2.[Cl-].[NH4+], predict the reaction product.